From a dataset of Full USPTO retrosynthesis dataset with 1.9M reactions from patents (1976-2016). Predict the reactants needed to synthesize the given product. (1) Given the product [Cl:22][C:23]1[N:27]([CH3:28])[N:26]=[C:25]([CH3:29])[C:24]=1[S:30]([N:1]1[CH2:2][CH2:3][C:4]2([O:11][C:10]3[C:12]4[C:17]([C:18](=[O:21])[C:19](=[O:20])[C:9]=3[S:8][CH2:7]2)=[CH:16][CH:15]=[CH:14][CH:13]=4)[CH2:5][CH2:6]1)(=[O:31])=[O:32], predict the reactants needed to synthesize it. The reactants are: [NH:1]1[CH2:6][CH2:5][C:4]2([O:11][C:10]3[C:12]4[C:17]([C:18](=[O:21])[C:19](=[O:20])[C:9]=3[S:8][CH2:7]2)=[CH:16][CH:15]=[CH:14][CH:13]=4)[CH2:3][CH2:2]1.[Cl:22][C:23]1[N:27]([CH3:28])[N:26]=[C:25]([CH3:29])[C:24]=1[S:30](Cl)(=[O:32])=[O:31]. (2) Given the product [NH2:23][C:3]1[CH:4]=[C:5]([N:8]2[C:12]([C:13]([O:15][C:16]([CH3:18])([CH3:17])[CH3:19])=[O:14])=[CH:11][C:10]([CH:20]([CH3:22])[CH3:21])=[N:9]2)[CH:6]=[CH:7][C:2]=1[OH:1], predict the reactants needed to synthesize it. The reactants are: [OH:1][C:2]1[CH:7]=[CH:6][C:5]([N:8]2[C:12]([C:13]([O:15][C:16]([CH3:19])([CH3:18])[CH3:17])=[O:14])=[CH:11][C:10]([CH:20]([CH3:22])[CH3:21])=[N:9]2)=[CH:4][C:3]=1[N+:23]([O-])=O. (3) Given the product [Cl:13][C:5]1[C:4]2[C:9](=[CH:10][CH:11]=[C:2]([NH:14][CH2:15][C:16]3[CH:17]=[N:18][CH:19]=[CH:20][CH:21]=3)[CH:3]=2)[C:8](=[O:12])[NH:7][N:6]=1, predict the reactants needed to synthesize it. The reactants are: Br[C:2]1[CH:3]=[C:4]2[C:9](=[CH:10][CH:11]=1)[C:8](=[O:12])[NH:7][N:6]=[C:5]2[Cl:13].[NH2:14][CH2:15][C:16]1[CH:17]=[N:18][CH:19]=[CH:20][CH:21]=1.C1C=CC(P(C2C(C3C(P(C4C=CC=CC=4)C4C=CC=CC=4)=CC=C4C=3C=CC=C4)=C3C(C=CC=C3)=CC=2)C2C=CC=CC=2)=CC=1.CC([O-])(C)C.[Na+]. (4) The reactants are: [CH:1]1([CH2:4][O:5][C:6]2[CH:14]=[CH:13][C:9]3[O:10][CH2:11][O:12][C:8]=3[C:7]=2[C:15]2[C:16]3[NH:23][C:22]([CH3:24])=[C:21]([C:25](O)=[O:26])[C:17]=3[N:18]=[CH:19][N:20]=2)[CH2:3][CH2:2]1.CN(C(ON1N=NC2C=CC=NC1=2)=[N+](C)C)C.F[P-](F)(F)(F)(F)F.CCN(C(C)C)C(C)C.Cl.[NH2:62][C@@H:63]([C:71]([N:73]1[CH2:78][CH2:77][CH:76]([N:79]2[C:84](=[O:85])[C:83]([CH3:87])([CH3:86])[CH2:82][C:81]([C:88]3[CH:93]=[CH:92][C:91]([O:94][CH3:95])=[C:90]([O:96][CH3:97])[CH:89]=3)=[N:80]2)[CH2:75][CH2:74]1)=[O:72])[CH2:64][CH2:65][C:66]([N:68]([CH3:70])[CH3:69])=[O:67]. Given the product [CH:1]1([CH2:4][O:5][C:6]2[CH:14]=[CH:13][C:9]3[O:10][CH2:11][O:12][C:8]=3[C:7]=2[C:15]2[C:16]3[NH:23][C:22]([CH3:24])=[C:21]([C:25]([NH:62][C@H:63]([CH2:64][CH2:65][C:66]([N:68]([CH3:70])[CH3:69])=[O:67])[C:71]([N:73]4[CH2:78][CH2:77][CH:76]([N:79]5[C:84](=[O:85])[C:83]([CH3:87])([CH3:86])[CH2:82][C:81]([C:88]6[CH:93]=[CH:92][C:91]([O:94][CH3:95])=[C:90]([O:96][CH3:97])[CH:89]=6)=[N:80]5)[CH2:75][CH2:74]4)=[O:72])=[O:26])[C:17]=3[N:18]=[CH:19][N:20]=2)[CH2:2][CH2:3]1, predict the reactants needed to synthesize it.